This data is from Reaction yield outcomes from USPTO patents with 853,638 reactions. The task is: Predict the reaction yield, written as a fraction of the theoretical maximum amount of product (1.0 means a 100% yield; for example, 0.34 means a 34% yield). The reactants are [C:1]([C:3]1[CH:8]=[CH:7][CH:6]=[CH:5][C:4]=1[C:9]1[CH:14]=[CH:13][C:12]([CH2:15][CH:16]([C:22](=O)[CH2:23][CH2:24][CH3:25])[C:17](OCC)=[O:18])=[C:11]([F:27])[CH:10]=1)#[N:2].[O:28]1[C:32]2([CH2:37][CH2:36][CH:35]([NH:38][C:39]3[NH:43][CH:42]=[N:41][N:40]=3)[CH2:34][CH2:33]2)[O:31][CH2:30][CH2:29]1.N12CCCN=C1CCCCC2.Cl. The catalyst is C(N(CC)C1C=CC=CC=1)C.C(OCC)(=O)C. The product is [O:28]1[C:32]2([CH2:33][CH2:34][CH:35]([N:38]3[C:17](=[O:18])[C:16]([CH2:15][C:12]4[CH:13]=[CH:14][C:9]([C:4]5[C:3]([C:1]#[N:2])=[CH:8][CH:7]=[CH:6][CH:5]=5)=[CH:10][C:11]=4[F:27])=[C:22]([CH2:23][CH2:24][CH3:25])[N:40]4[N:41]=[CH:42][N:43]=[C:39]34)[CH2:36][CH2:37]2)[O:31][CH2:30][CH2:29]1. The yield is 0.840.